Binary Classification. Given a drug SMILES string, predict its activity (active/inactive) in a high-throughput screening assay against a specified biological target. From a dataset of HIV replication inhibition screening data with 41,000+ compounds from the AIDS Antiviral Screen. (1) The drug is CC1=C(C(=O)Nc2ccccc2)C(c2ccc(Cl)c(Cl)c2)C(C(=O)Nc2ccccc2)=C(C)N1. The result is 0 (inactive). (2) The result is 1 (active). The compound is Oc1ccc(-c2nn3c(CCCCCCCCc4nnc5sc(-c6ccc(O)cc6)nn45)nnc3s2)cc1. (3) The drug is Cc1c2ccnc(C(N)=O)c2c(C)c2c1[nH]c1ccccc12. The result is 0 (inactive). (4) The drug is Cc1c(C)c(C)c(-n2c(=O)n(C)c(=O)n2-c2cc(C(C)(C)C)cc(C(C)(C)C)c2O)c(C)c1C. The result is 0 (inactive). (5) The drug is CC1=[N+]2c3ccccc3C(=O)[OH+][Zn-4]2(O)(O)(O)[OH+]c2ccc3c(C)cc(=O)oc3c21. The result is 0 (inactive). (6) The result is 0 (inactive). The compound is CC(=NOCC(O)CNC(C)C)c1ccc2c(c1)NC(=O)CS2. (7) The molecule is COc1cc(C(=O)N(C(=O)N2CCCCC2)c2ccccc2)cc(OC)c1OC. The result is 0 (inactive).